Dataset: Full USPTO retrosynthesis dataset with 1.9M reactions from patents (1976-2016). Task: Predict the reactants needed to synthesize the given product. (1) The reactants are: [OH:1][C:2]1[CH:3]=[C:4]([CH:12]=[C:13]([NH:15][C:16]2[NH:17][CH2:18][CH:19]([OH:22])[CH2:20][N:21]=2)[CH:14]=1)[C:5]([NH:7][CH2:8][C:9]([OH:11])=O)=[O:6].Cl.[CH2:24]([O:26][C:27](=[O:46])[CH2:28][C@H:29]([NH2:45])[C:30]1[CH:35]=[C:34]([C:36]2([C:42]#[N:43])[CH2:41][CH2:40][O:39][CH2:38][CH2:37]2)[CH:33]=[C:32]([Cl:44])[CH:31]=1)[CH3:25].O.ON1C2C=CC=CC=2N=N1.C(N=C=NC(C)C)(C)C. Given the product [Cl:44][C:32]1[CH:31]=[C:30]([C@@H:29]([NH:45][C:9](=[O:11])[CH2:8][NH:7][C:5](=[O:6])[C:4]2[CH:12]=[C:13]([NH:15][C:16]3[NH:17][CH2:18][CH:19]([OH:22])[CH2:20][N:21]=3)[CH:14]=[C:2]([OH:1])[CH:3]=2)[CH2:28][C:27]([O:26][CH2:24][CH3:25])=[O:46])[CH:35]=[C:34]([C:36]2([C:42]#[N:43])[CH2:41][CH2:40][O:39][CH2:38][CH2:37]2)[CH:33]=1, predict the reactants needed to synthesize it. (2) The reactants are: C(OC([N:11]1[CH:17]2[CH:15]([CH:16]2[C:18]([O:20][CH2:21][CH3:22])=[O:19])[N:14]([CH2:23][C:24]2[CH:29]=[CH:28][C:27]([F:30])=[CH:26][CH:25]=2)[C:13](=[O:31])[CH2:12]1)=O)C1C=CC=CC=1. Given the product [F:30][C:27]1[CH:26]=[CH:25][C:24]([CH2:23][N:14]2[C:13](=[O:31])[CH2:12][NH:11][CH2:17][CH:15]2[CH2:16][C:18]([O:20][CH2:21][CH3:22])=[O:19])=[CH:29][CH:28]=1, predict the reactants needed to synthesize it. (3) Given the product [CH:6]12[CH2:7][CH:8]([CH2:9][CH2:10]1)[CH:4]=[CH:5]2.[CH2:11]([CH2:14][C:15]([OH:17])=[O:16])[CH:12]=[CH2:13], predict the reactants needed to synthesize it. The reactants are: C1[CH:5]2[C@@H:6]3[CH:10]=[CH:9][C@H:8]([CH:4]2C=C1)[CH2:7]3.[CH2:11]([CH2:14][C:15]([O-:17])=[O:16])[CH:12]=[CH2:13].C1(C=CC(O)=CC=1)O. (4) The reactants are: C(Cl)(=O)C(Cl)=O.[CH3:7][C:8]1[C:16]([CH3:17])=[CH:15][CH:14]=[CH:13][C:9]=1[C:10]([OH:12])=O.[NH2:18][C:19]1[CH:31]=[C:30]([C:32]2[CH:37]=[CH:36][CH:35]=[C:34]([Cl:38])[CH:33]=2)[CH:29]=[CH:28][C:20]=1[C:21]([O:23][C:24]([CH3:27])([CH3:26])[CH3:25])=[O:22].C(=O)([O-])O.[Na+]. Given the product [Cl:38][C:34]1[CH:33]=[C:32]([C:30]2[CH:29]=[CH:28][C:20]([C:21]([O:23][C:24]([CH3:25])([CH3:26])[CH3:27])=[O:22])=[C:19]([NH:18][C:10](=[O:12])[C:9]3[CH:13]=[CH:14][CH:15]=[C:16]([CH3:17])[C:8]=3[CH3:7])[CH:31]=2)[CH:37]=[CH:36][CH:35]=1, predict the reactants needed to synthesize it. (5) Given the product [CH:1]([C:4]1[CH:5]=[CH:6][C:7]([C:8]2[S:17][N:16]=[C:15]([C:18]3[CH:19]=[C:20]([CH:25]=[CH:26][CH:27]=3)[C:21]([O:23][CH3:24])=[O:22])[N:9]=2)=[CH:10][CH:11]=1)([CH3:3])[CH3:2], predict the reactants needed to synthesize it. The reactants are: [CH:1]([C:4]1[CH:11]=[CH:10][C:7]([C:8]#[N:9])=[CH:6][CH:5]=1)([CH3:3])[CH3:2].O=C1[S:17][N:16]=[C:15]([C:18]2[CH:19]=[C:20]([CH:25]=[CH:26][CH:27]=2)[C:21]([O:23][CH3:24])=[O:22])O1. (6) Given the product [C:51]([NH:53][C@H:54]1[CH2:55][CH2:66][N:67]([C:34]([C:33]2[CH:32]=[C:31]([CH:39]=[CH:38][CH:37]=2)[C:29]([NH:28][C:17]2[CH:18]=[CH:19][C:20]([N:22]3[CH2:27][CH2:26][CH2:25][CH2:24][CH2:23]3)=[CH:21][C:16]=2[C:12]2[CH:11]=[C:10]([CH:15]=[CH:14][N:13]=2)[C:8]([NH:7][CH2:6][C:5]2[CH:40]=[CH:41][CH:42]=[C:3]([C:2]([F:1])([F:44])[F:43])[CH:4]=2)=[O:9])=[O:30])=[O:35])[CH2:68]1)(=[O:52])[CH3:50], predict the reactants needed to synthesize it. The reactants are: [F:1][C:2]([F:44])([F:43])[C:3]1[CH:4]=[C:5]([CH:40]=[CH:41][CH:42]=1)[CH2:6][NH:7][C:8]([C:10]1[CH:15]=[CH:14][N:13]=[C:12]([C:16]2[CH:21]=[C:20]([N:22]3[CH2:27][CH2:26][CH2:25][CH2:24][CH2:23]3)[CH:19]=[CH:18][C:17]=2[NH:28][C:29]([C:31]2[CH:32]=[C:33]([CH:37]=[CH:38][CH:39]=2)[C:34](O)=[O:35])=[O:30])[CH:11]=1)=[O:9].CN(CCN1CCOCC1)C(=O)C1C=CC=[C:50]([C:51]([NH:53][C:54]2C=CC(N3CCCCC3)=C[C:55]=2[C:66]2C=C(C(=O)NCC3C=CC=C(C(F)(F)F)C=3)C=[CH:68][N:67]=2)=[O:52])C=1.CC#N.N1CC[C@@H](NC(=O)C)C1. (7) Given the product [CH:1]1([C:4]2[NH:8][N:7]=[C:6]([NH:9][C:10]3[C:15]([CH3:26])=[CH:14][N:13]=[C:12]([C:16]4[S:20][C:19]([S:21]([NH2:24])(=[O:22])=[O:23])=[CH:18][CH:17]=4)[N:11]=3)[CH:5]=2)[CH2:3][CH2:2]1, predict the reactants needed to synthesize it. The reactants are: [CH:1]1([C:4]2[NH:8][N:7]=[C:6]([NH:9][C:10]3[CH:15]=[CH:14][N:13]=[C:12]([C:16]4[S:20][C:19]([S:21]([NH2:24])(=[O:23])=[O:22])=[CH:18][CH:17]=4)[N:11]=3)[CH:5]=2)[CH2:3][CH2:2]1.Br[C:26]1N=C(NC2C=C(C3CC3)NN=2)C(C)=CN=1.